Dataset: Full USPTO retrosynthesis dataset with 1.9M reactions from patents (1976-2016). Task: Predict the reactants needed to synthesize the given product. (1) Given the product [C:1]([O:5][C:6](=[O:32])[NH:7][CH2:8][CH2:9][CH2:10][CH2:11][N:12]1[C:13]2[C:22]3[CH:21]=[CH:20][C:19]([O:23][CH2:24][C:25]4[CH:26]=[CH:27][CH:28]=[CH:29][CH:30]=4)=[CH:18][C:17]=3[N:16]=[CH:15][C:14]=2[N:31]=[C:35]1[CH2:36][CH3:37])([CH3:4])([CH3:2])[CH3:3], predict the reactants needed to synthesize it. The reactants are: [C:1]([O:5][C:6](=[O:32])[NH:7][CH2:8][CH2:9][CH2:10][CH2:11][NH:12][C:13]1[C:22]2[C:17](=[CH:18][C:19]([O:23][CH2:24][C:25]3[CH:30]=[CH:29][CH:28]=[CH:27][CH:26]=3)=[CH:20][CH:21]=2)[N:16]=[CH:15][C:14]=1[NH2:31])([CH3:4])([CH3:3])[CH3:2].Cl.N1C=C[CH:37]=[CH:36][CH:35]=1.C(OC)(OC)(OC)CC. (2) The reactants are: [O:1]=[C:2]1[N:10]([CH2:11][O:12][CH2:13][CH2:14][Si:15]([CH3:18])([CH3:17])[CH3:16])[C:5]2=[N:6][CH:7]=[CH:8][CH:9]=[C:4]2[C@@:3]21[CH2:34][C:21]1=[N:22][C:23]3[CH:24]=[CH:25][C:26]([C:30](NN)=[O:31])=[CH:27][C:28]=3[CH:29]=[C:20]1[CH2:19]2.[NH4+].[OH-]. Given the product [O:1]=[C:2]1[N:10]([CH2:11][O:12][CH2:13][CH2:14][Si:15]([CH3:16])([CH3:17])[CH3:18])[C:5]2=[N:6][CH:7]=[CH:8][CH:9]=[C:4]2[C@@:3]21[CH2:34][C:21]1=[N:22][C:23]3[CH:24]=[CH:25][C:26]([CH:30]=[O:31])=[CH:27][C:28]=3[CH:29]=[C:20]1[CH2:19]2, predict the reactants needed to synthesize it. (3) Given the product [CH3:31][N:28]1[CH2:29][CH2:30][N:25]([C:21]2[C:19]3[CH2:20][C@H:15]([NH:14][C:5](=[O:7])[C:4]4[CH:8]=[CH:9][C:10]([O:12][CH3:13])=[CH:11][C:3]=4[O:2][CH3:1])[CH2:16][O:17][C:18]=3[CH:24]=[CH:23][CH:22]=2)[CH2:26][CH2:27]1, predict the reactants needed to synthesize it. The reactants are: [CH3:1][O:2][C:3]1[CH:11]=[C:10]([O:12][CH3:13])[CH:9]=[CH:8][C:4]=1[C:5]([OH:7])=O.[NH2:14][C@H:15]1[CH2:20][C:19]2[C:21]([N:25]3[CH2:30][CH2:29][N:28]([CH3:31])[CH2:27][CH2:26]3)=[CH:22][CH:23]=[CH:24][C:18]=2[O:17][CH2:16]1.C(N(CC)CC)C. (4) Given the product [Cl:13][C:11]1[CH:10]=[C:9]([C:14]2([CH3:37])[O:18][N:17]=[C:16]([C:19]3[CH:35]=[CH:34][C:22]([C:23]([NH:25][CH2:26][CH:27]([OH:28])[CH2:31][OH:30])=[O:24])=[C:21]([CH3:36])[CH:20]=3)[CH2:15]2)[CH:8]=[C:7]([Cl:6])[CH:12]=1, predict the reactants needed to synthesize it. The reactants are: S(=O)(=O)(O)O.[Cl:6][C:7]1[CH:8]=[C:9]([C:14]2([CH3:37])[O:18][N:17]=[C:16]([C:19]3[CH:35]=[CH:34][C:22]([C:23]([NH:25][CH2:26][CH:27]4[CH2:31][O:30]C(C)(C)[O:28]4)=[O:24])=[C:21]([CH3:36])[CH:20]=3)[CH2:15]2)[CH:10]=[C:11]([Cl:13])[CH:12]=1. (5) The reactants are: Br[C:2]1[CH:3]=[C:4]([N:8]([CH3:12])[C:9](=[O:11])[CH3:10])[CH:5]=[CH:6][CH:7]=1.P([O-])([O-])([O-])=O.[K+].[K+].[K+].[CH2:21]([N:23]1[CH2:28][CH2:27][NH:26][CH2:25][CH2:24]1)[CH3:22]. Given the product [CH2:21]([N:23]1[CH2:28][CH2:27][N:26]([C:2]2[CH:3]=[C:4]([N:8]([CH3:12])[C:9](=[O:11])[CH3:10])[CH:5]=[CH:6][CH:7]=2)[CH2:25][CH2:24]1)[CH3:22], predict the reactants needed to synthesize it.